This data is from Catalyst prediction with 721,799 reactions and 888 catalyst types from USPTO. The task is: Predict which catalyst facilitates the given reaction. (1) The catalyst class is: 191. Product: [C:6]([C:7]1[CH:21]=[CH:20][C:10]2[N:11]=[C:12]([NH:14][C:15]([NH:17][CH2:18][CH3:19])=[O:16])[S:13][C:9]=2[CH:8]=1)#[CH:5]. Reactant: C[Si]([C:5]#[C:6][C:7]1[CH:21]=[CH:20][C:10]2[N:11]=[C:12]([NH:14][C:15]([NH:17][CH2:18][CH3:19])=[O:16])[S:13][C:9]=2[CH:8]=1)(C)C.[OH-].[K+].Cl. (2) Reactant: [OH:1][CH2:2][C:3]1[CH:10]=[CH:9][C:6]([C:7]#[N:8])=[CH:5][CH:4]=1.C(N(CC)C(C)C)(C)C.[CH2:20](Cl)[O:21][CH3:22].[NH4+].[OH-].O. The catalyst class is: 1. Product: [CH3:20][O:21][CH2:22][O:1][CH2:2][C:3]1[CH:10]=[CH:9][C:6]([C:7]#[N:8])=[CH:5][CH:4]=1. (3) Reactant: C(OC(=O)[N:7]([C:17]1[N:22]=[C:21]([C:23]2[C:28]([Cl:29])=[CH:27][N:26]=[C:25](F)[CH:24]=2)[C:20]([Cl:31])=[CH:19][CH:18]=1)[CH2:8][C:9]1([O:15][CH3:16])CCOCC1)(C)(C)C.[OH-].[NH4+:34].[CH3:35][CH2:36][O:37][C:38]([CH3:40])=O. Product: [Cl:31][C:20]1[C:21]([C:23]2[C:28]([Cl:29])=[CH:27][N:26]=[C:25]([NH2:34])[CH:24]=2)=[N:22][C:17]([NH:7][CH2:8][C:9]2([O:15][CH3:16])[CH2:40][CH2:38][O:37][CH2:36][CH2:35]2)=[CH:18][CH:19]=1. The catalyst class is: 16. (4) Reactant: [N:1]1[C:10]2[C:5](=[C:6]([NH:11][CH2:12][C:13]([C:28]([F:31])([F:30])[F:29])([OH:27])[CH2:14][C:15]3([C:18]4[CH:23]=[C:22]([F:24])[CH:21]=[CH:20][C:19]=4[O:25]C)[CH2:17][CH2:16]3)[CH:7]=[CH:8][CH:9]=2)[CH:4]=[CH:3][CH:2]=1.B(Br)(Br)Br. Product: [N:1]1[C:10]2[C:5](=[C:6]([NH:11][CH2:12][C:13]([C:28]([F:31])([F:29])[F:30])([OH:27])[CH2:14][C:15]3([C:18]4[CH:23]=[C:22]([F:24])[CH:21]=[CH:20][C:19]=4[OH:25])[CH2:17][CH2:16]3)[CH:7]=[CH:8][CH:9]=2)[CH:4]=[CH:3][CH:2]=1. The catalyst class is: 4. (5) Reactant: Cl[C:2]1[C:7]([C:8]2[CH:13]=[C:12]([S:14][CH3:15])[N:11]=[CH:10][N:9]=2)=[CH:6][N:5]=[CH:4][N:3]=1.[NH2:16][C:17]1[CH:18]=[C:19]([NH:24][C:25](=[O:36])[C:26]2[CH:31]=[CH:30][CH:29]=[C:28]([C:32]([F:35])([F:34])[F:33])[CH:27]=2)[CH:20]=[CH:21][C:22]=1[CH3:23].CCN(C(C)C)C(C)C. Product: [CH3:23][C:22]1[CH:21]=[CH:20][C:19]([NH:24][C:25](=[O:36])[C:26]2[CH:31]=[CH:30][CH:29]=[C:28]([C:32]([F:33])([F:34])[F:35])[CH:27]=2)=[CH:18][C:17]=1[NH:16][C:2]1[C:7]([C:8]2[CH:13]=[C:12]([S:14][CH3:15])[N:11]=[CH:10][N:9]=2)=[CH:6][N:5]=[CH:4][N:3]=1. The catalyst class is: 868. (6) Reactant: [NH2:1][C:2]([CH3:23])([CH3:22])[CH2:3][O:4][C:5](=[O:21])[C@H:6]([CH:18]([CH3:20])[CH3:19])[NH:7][C:8]([O:10][CH2:11][C:12]1[CH:17]=[CH:16][CH:15]=[CH:14][CH:13]=1)=[O:9].N1C=CC=CC=1.Cl[C:31]([O:33][CH2:34][Cl:35])=[O:32]. Product: [Cl:35][CH2:34][O:33][C:31]([NH:1][C:2]([CH3:23])([CH3:22])[CH2:3][O:4][C:5](=[O:21])[C@H:6]([CH:18]([CH3:19])[CH3:20])[NH:7][C:8]([O:10][CH2:11][C:12]1[CH:17]=[CH:16][CH:15]=[CH:14][CH:13]=1)=[O:9])=[O:32]. The catalyst class is: 4. (7) The catalyst class is: 39. Product: [Br:1][C:2]1[CH:3]=[C:4]([O:9][CH2:11][CH2:12][O:13][CH3:14])[CH:5]=[C:6]([F:8])[CH:7]=1. Reactant: [Br:1][C:2]1[CH:3]=[C:4]([OH:9])[CH:5]=[C:6]([F:8])[CH:7]=1.Br[CH2:11][CH2:12][O:13][CH2:14]CBr.C([O-])([O-])=O.[K+].[K+].C([O-])(O)=O.[Na+].